Dataset: Full USPTO retrosynthesis dataset with 1.9M reactions from patents (1976-2016). Task: Predict the reactants needed to synthesize the given product. (1) Given the product [F:1][C:2]([F:7])([F:6])[C:3]([OH:5])=[O:4].[Cl:37][C:33]1[CH:32]=[C:31]([C:29]([N:22]2[C:23]3[C:28](=[CH:27][CH:26]=[CH:25][CH:24]=3)[C:18]3([CH2:17][CH2:16][NH:15][CH2:20][CH2:19]3)[CH2:21]2)=[O:30])[CH:36]=[CH:35][N:34]=1, predict the reactants needed to synthesize it. The reactants are: [F:1][C:2]([F:7])([F:6])[C:3]([OH:5])=[O:4].C(OC([N:15]1[CH2:20][CH2:19][C:18]2([C:28]3[C:23](=[CH:24][CH:25]=[CH:26][CH:27]=3)[N:22]([C:29]([C:31]3[CH:36]=[CH:35][N:34]=[C:33]([Cl:37])[CH:32]=3)=[O:30])[CH2:21]2)[CH2:17][CH2:16]1)=O)(C)(C)C. (2) Given the product [OH:1][C:2]1[C:7]([CH3:8])=[C:6]([O:9][CH2:24][O:25][CH3:26])[CH:5]=[CH:4][C:3]=1[C:10](=[O:13])[CH2:11][CH3:12], predict the reactants needed to synthesize it. The reactants are: [OH:1][C:2]1[C:7]([CH3:8])=[C:6]([OH:9])[CH:5]=[CH:4][C:3]=1[C:10](=[O:13])[CH2:11][CH3:12].C(N(C(C)C)CC)(C)C.Cl[CH2:24][O:25][CH3:26]. (3) The reactants are: [CH3:1][O:2][C:3]1[CH:8]=[C:7]([O:9][CH3:10])[CH:6]=[CH:5][C:4]=1[C:11]1[N:12]([CH2:17][CH:18]([CH3:20])[CH3:19])[C:13](S)=[N:14][N:15]=1. Given the product [CH3:1][O:2][C:3]1[CH:8]=[C:7]([O:9][CH3:10])[CH:6]=[CH:5][C:4]=1[C:11]1[N:12]([CH2:17][CH:18]([CH3:20])[CH3:19])[CH:13]=[N:14][N:15]=1, predict the reactants needed to synthesize it. (4) Given the product [CH:1]1([N:4]2[C:8]3[CH:9]=[CH:10][C:11]4[C@@H:12]([OH:24])[C@H:13]([OH:23])[C@@H:14]([C:17]5[CH:22]=[CH:21][CH:20]=[CH:19][CH:18]=5)[O:15][C:16]=4[C:7]=3[N:6]=[C:5]2[CH3:25])[CH2:3][CH2:2]1, predict the reactants needed to synthesize it. The reactants are: [CH:1]1([N:4]2[C:8]3[CH:9]=[CH:10][C:11]4[C:12](=[O:24])[C@H:13]([OH:23])[C@@H:14]([C:17]5[CH:22]=[CH:21][CH:20]=[CH:19][CH:18]=5)[O:15][C:16]=4[C:7]=3[N:6]=[C:5]2[CH3:25])[CH2:3][CH2:2]1.[BH4-].[Na+]. (5) Given the product [Br:1][C:2]1[N:7]=[C:6]([CH:8]=[CH:11][C:12]([OH:14])=[O:13])[CH:5]=[CH:4][CH:3]=1, predict the reactants needed to synthesize it. The reactants are: [Br:1][C:2]1[N:7]=[C:6]([CH:8]=O)[CH:5]=[CH:4][CH:3]=1.C(O)(=O)[CH2:11][C:12]([OH:14])=[O:13].N1CCCCC1. (6) Given the product [CH3:9][O:8][C:5]1[CH:6]=[CH:7][C:2]([N:10]2[C:18]3[C:13](=[CH:14][C:15]([CH2:19][N:20]4[CH2:25][CH2:24][CH:23]([C:26]5[CH:27]=[C:28]([NH:32][C:33](=[O:37])[CH:34]([CH3:35])[CH3:36])[CH:29]=[CH:30][CH:31]=5)[CH2:22][CH2:21]4)=[CH:16][CH:17]=3)[CH:12]=[CH:11]2)=[CH:3][CH:4]=1, predict the reactants needed to synthesize it. The reactants are: I[C:2]1[CH:7]=[CH:6][C:5]([O:8][CH3:9])=[CH:4][CH:3]=1.[NH:10]1[C:18]2[C:13](=[CH:14][C:15]([CH2:19][N:20]3[CH2:25][CH2:24][CH:23]([C:26]4[CH:27]=[C:28]([NH:32][C:33](=[O:37])[CH:34]([CH3:36])[CH3:35])[CH:29]=[CH:30][CH:31]=4)[CH2:22][CH2:21]3)=[CH:16][CH:17]=2)[CH:12]=[CH:11]1. (7) Given the product [CH3:1][C:2]1([CH3:24])[C:6]([CH3:7])([CH3:8])[O:5][B:4]([C:9]2[CH:10]=[C:11]([C:34]3[CH:35]=[CH:36][CH:37]=[C:32]([C:28]4[CH:29]=[CH:30][CH:31]=[CH:26][CH:27]=4)[CH:33]=3)[CH:12]=[CH:13][CH:14]=2)[O:3]1, predict the reactants needed to synthesize it. The reactants are: [CH3:1][C:2]1([CH3:24])[C:6]([CH3:8])([CH3:7])[O:5][B:4]([C:9]2[CH:14]=[CH:13][CH:12]=[C:11](B3OC(C)(C)C(C)(C)O3)[CH:10]=2)[O:3]1.Br[C:26]1[CH:27]=[C:28]([C:32]2[CH:37]=[CH:36][CH:35]=[CH:34][CH:33]=2)[CH:29]=[CH:30][CH:31]=1.C([O-])([O-])=O.[Na+].[Na+].CCO. (8) Given the product [CH3:36][O:35][C:29]1[CH:28]=[C:27]([CH:32]=[CH:31][C:30]=1[O:33][CH3:34])[CH2:26][N:13]1[C:12](=[O:37])[C:11]2[C:16](=[CH:17][CH:18]=[C:9]([OH:8])[CH:10]=2)[N:15]([CH:19]2[CH2:20][CH2:21][S:22][CH2:23][CH2:24]2)[C:14]1=[O:25], predict the reactants needed to synthesize it. The reactants are: C([O:8][C:9]1[CH:10]=[C:11]2[C:16](=[CH:17][CH:18]=1)[N:15]([CH:19]1[CH2:24][CH2:23][S:22][CH2:21][CH2:20]1)[C:14](=[O:25])[N:13]([CH2:26][C:27]1[CH:32]=[CH:31][C:30]([O:33][CH3:34])=[C:29]([O:35][CH3:36])[CH:28]=1)[C:12]2=[O:37])C1C=CC=CC=1.C(O)=O.